This data is from Forward reaction prediction with 1.9M reactions from USPTO patents (1976-2016). The task is: Predict the product of the given reaction. Given the reactants [O:1]([CH2:8][CH:9]1[O:14][CH2:13][CH:12]([CH2:15][NH2:16])[CH2:11][CH2:10]1)[C:2]1[CH:7]=[CH:6][CH:5]=[CH:4][CH:3]=1.[OH:17][C:18]1[CH:26]=[CH:25][C:21]([C:22](O)=[O:23])=[CH:20][CH:19]=1.C1C=CC2N(O)N=NC=2C=1.O.CCN=C=NCCCN(C)C, predict the reaction product. The product is: [OH:17][C:18]1[CH:26]=[CH:25][C:21]([C:22]([NH:16][CH2:15][C@@H:12]2[CH2:11][CH2:10][C@@H:9]([CH2:8][O:1][C:2]3[CH:3]=[CH:4][CH:5]=[CH:6][CH:7]=3)[O:14][CH2:13]2)=[O:23])=[CH:20][CH:19]=1.